From a dataset of Reaction yield outcomes from USPTO patents with 853,638 reactions. Predict the reaction yield, written as a fraction of the theoretical maximum amount of product (1.0 means a 100% yield; for example, 0.34 means a 34% yield). The reactants are [NH2:1][C:2]1[CH:7]=[N:6][C:5]([Br:8])=[CH:4][N:3]=1.N1C=CC=CC=1.[CH3:15][C:16]([CH3:21])([CH3:20])[C:17](Cl)=[O:18]. The catalyst is C(Cl)Cl. The product is [Br:8][C:5]1[N:6]=[CH:7][C:2]([NH:1][C:17](=[O:18])[C:16]([CH3:21])([CH3:20])[CH3:15])=[N:3][CH:4]=1. The yield is 0.820.